From a dataset of Reaction yield outcomes from USPTO patents with 853,638 reactions. Predict the reaction yield, written as a fraction of the theoretical maximum amount of product (1.0 means a 100% yield; for example, 0.34 means a 34% yield). (1) The reactants are [Br:1]Br.[C:3]([Si:7]([CH3:24])([CH3:23])[N:8]1[C:12]2=[N:13][CH:14]=[C:15]([C:17]3[CH:18]=[N:19][CH:20]=[CH:21][CH:22]=3)[CH:16]=[C:11]2[CH:10]=[CH:9]1)([CH3:6])([CH3:5])[CH3:4].N1C=CC=CC=1.C(=O)(O)[O-].[Na+].[Na].S([O-])([O-])(=O)=S. The catalyst is C(Cl)(Cl)(Cl)Cl.C(Cl)(Cl)Cl. The product is [Br:1][C:10]1[C:11]2[C:12](=[N:13][CH:14]=[C:15]([C:17]3[CH:18]=[N:19][CH:20]=[CH:21][CH:22]=3)[CH:16]=2)[N:8]([Si:7]([C:3]([CH3:6])([CH3:5])[CH3:4])([CH3:24])[CH3:23])[CH:9]=1. The yield is 0.780. (2) The reactants are [CH2:1]([O:8][C:9]1[CH:10]=[C:11]([CH2:15][C:16](Cl)=[N:17][OH:18])[CH:12]=[CH:13][CH:14]=1)[C:2]1[CH:7]=[CH:6][CH:5]=[CH:4][CH:3]=1.[C:20]([C:22]1[C:23]([NH2:29])=[N:24][C:25]([NH2:28])=[CH:26][CH:27]=1)#[CH:21].C(N(CC)CC)C. The catalyst is O1CCCC1. The product is [CH2:1]([O:8][C:9]1[CH:10]=[C:11]([CH:12]=[CH:13][CH:14]=1)[CH2:15][C:16]1[CH:21]=[C:20]([C:22]2[C:23]([NH2:29])=[N:24][C:25]([NH2:28])=[CH:26][CH:27]=2)[O:18][N:17]=1)[C:2]1[CH:7]=[CH:6][CH:5]=[CH:4][CH:3]=1. The yield is 0.510. (3) The catalyst is C1(C)C=CC=CC=1.C(O)C.C1C=CC([P]([Pd]([P](C2C=CC=CC=2)(C2C=CC=CC=2)C2C=CC=CC=2)([P](C2C=CC=CC=2)(C2C=CC=CC=2)C2C=CC=CC=2)[P](C2C=CC=CC=2)(C2C=CC=CC=2)C2C=CC=CC=2)(C2C=CC=CC=2)C2C=CC=CC=2)=CC=1. The yield is 0.650. The product is [F:9][C:10]1[CH:15]=[CH:14][C:13]([C:2]2[S:6][C:5]([CH2:7][OH:8])=[N:4][N:3]=2)=[CH:12][CH:11]=1. The reactants are Br[C:2]1[S:6][C:5]([CH2:7][OH:8])=[N:4][N:3]=1.[F:9][C:10]1[CH:15]=[CH:14][C:13](B(O)O)=[CH:12][CH:11]=1.C([O-])([O-])=O.[Na+].[Na+]. (4) The reactants are [CH3:1][C:2]1[CH:11]=[CH:10][C:5]2[N:6]=[C:7]([NH2:9])[S:8][C:4]=2[CH:3]=1.C(=O)([O-])[O-].[Cs+].[Cs+].[C:18]1([CH3:27])[CH:23]=[CH:22][C:21]([C:24](Cl)=[O:25])=[CH:20][CH:19]=1. The catalyst is O1CCCC1. The product is [CH3:27][C:18]1[CH:23]=[CH:22][C:21]([C:24]([NH:9][C:7]2[S:8][C:4]3[CH:3]=[C:2]([CH3:1])[CH:11]=[CH:10][C:5]=3[N:6]=2)=[O:25])=[CH:20][CH:19]=1. The yield is 0.430.